This data is from Reaction yield outcomes from USPTO patents with 853,638 reactions. The task is: Predict the reaction yield, written as a fraction of the theoretical maximum amount of product (1.0 means a 100% yield; for example, 0.34 means a 34% yield). (1) The reactants are [O:1]=[C:2]([CH2:9][C:10]([O:12][CH2:13][CH3:14])=[O:11])[CH2:3][C:4]([O:6][CH2:7][CH3:8])=[O:5].[Li+].[CH3:16]C([N-]C(C)C)C.CI.Cl. The catalyst is CCOCC. The product is [CH3:16][CH:9]([C:2](=[O:1])[CH2:3][C:4]([O:6][CH2:7][CH3:8])=[O:5])[C:10]([O:12][CH2:13][CH3:14])=[O:11]. The yield is 0.230. (2) The reactants are Cl.[CH3:2][N:3]([CH3:7])[CH2:4][CH:5]=O.[Cl:8][C:9]1[CH:59]=[CH:58][C:12]([CH2:13][NH:14][CH2:15][C@@H:16]([C@:18]23[CH2:53][C:52](=[O:54])[C:51]([CH:55]([CH3:57])[CH3:56])=[C:19]2[C@@H:20]2[C@@:33]([CH3:36])([CH2:34][CH2:35]3)[C@@:32]3([CH3:37])[C@@H:23]([C@:24]4([CH3:50])[C@@H:29]([CH2:30][CH2:31]3)[C:28]([CH3:39])([CH3:38])[C@@H:27]([O:40][C:41](=[O:49])[CH2:42][C:43]([CH3:48])([CH3:47])[C:44]([OH:46])=[O:45])[CH2:26][CH2:25]4)[CH2:22][CH2:21]2)[OH:17])=[CH:11][CH:10]=1.CCN(CC)CC.C([BH3-])#N.[Na+]. The catalyst is CO.C(Cl)Cl.CCOC(C)=O.O. The product is [Cl:8][C:9]1[CH:10]=[CH:11][C:12]([CH2:13][N:14]([CH2:5][CH2:4][N:3]([CH3:7])[CH3:2])[CH2:15][C@@H:16]([C@:18]23[CH2:53][C:52](=[O:54])[C:51]([CH:55]([CH3:56])[CH3:57])=[C:19]2[C@@H:20]2[C@@:33]([CH3:36])([CH2:34][CH2:35]3)[C@@:32]3([CH3:37])[C@@H:23]([C@:24]4([CH3:50])[C@@H:29]([CH2:30][CH2:31]3)[C:28]([CH3:38])([CH3:39])[C@@H:27]([O:40][C:41](=[O:49])[CH2:42][C:43]([CH3:47])([CH3:48])[C:44]([OH:46])=[O:45])[CH2:26][CH2:25]4)[CH2:22][CH2:21]2)[OH:17])=[CH:58][CH:59]=1. The yield is 0.679. (3) The reactants are N1C=CC=CC=1.C([O:10][C@@H:11]([C@@H:15]([NH:23][C:24](=[O:36])[C:25]1[CH:30]=[CH:29][CH:28]=[C:27]([O:31]C(=O)C)[C:26]=1[CH3:35])[CH2:16][C:17]1[CH:22]=[CH:21][CH:20]=[CH:19][CH:18]=1)[C:12](O)=[O:13])(=O)C.O=S(Cl)Cl.[F:41][C:42]([F:57])([F:56])[CH2:43][NH:44][C:45]([C@@H:47]1[C:51]([CH3:53])([CH3:52])[C:50]([F:55])([F:54])[CH2:49][NH:48]1)=[O:46].Cl.[OH-].[K+].C([O-])([O-])=O.[K+].[K+]. The catalyst is O=S(Cl)Cl.CO.C(#N)C. The product is [F:57][C:42]([F:41])([F:56])[CH2:43][NH:44][C:45]([C@@H:47]1[C:51]([CH3:53])([CH3:52])[C:50]([F:55])([F:54])[CH2:49][N:48]1[C:12](=[O:13])[C@@H:11]([OH:10])[C@@H:15]([NH:23][C:24](=[O:36])[C:25]1[CH:30]=[CH:29][CH:28]=[C:27]([OH:31])[C:26]=1[CH3:35])[CH2:16][C:17]1[CH:18]=[CH:19][CH:20]=[CH:21][CH:22]=1)=[O:46]. The yield is 0.969. (4) The reactants are [F:1][C:2]1[CH:7]=[CH:6][C:5]([S:8]([N:11]2[CH2:16][CH2:15][O:14][C:13]3[N:17]=[CH:18][C:19]([C:21](Cl)=[O:22])=[CH:20][C:12]2=3)(=[O:10])=[O:9])=[CH:4][CH:3]=1.O[NH:25][C:26](=[NH:32])[C:27]([O:29][CH2:30][CH3:31])=[O:28].CCN(C(C)C)C(C)C.CCCC[N+](CCCC)(CCCC)CCCC.[F-]. The catalyst is C(Cl)Cl.O. The product is [F:1][C:2]1[CH:7]=[CH:6][C:5]([S:8]([N:11]2[CH2:16][CH2:15][O:14][C:13]3[N:17]=[CH:18][C:19]([C:21]4[O:22][N:32]=[C:26]([C:27]([O:29][CH2:30][CH3:31])=[O:28])[N:25]=4)=[CH:20][C:12]2=3)(=[O:10])=[O:9])=[CH:4][CH:3]=1. The yield is 0.492. (5) The product is [F:3][C:4]1[CH:5]=[C:6]([NH:33][C:34]([NH:36][C:37](=[O:45])[CH2:38][C:39]2[CH:40]=[CH:41][CH:42]=[CH:43][CH:44]=2)=[S:35])[CH:7]=[CH:8][C:9]=1[O:10][C:11]1[C:20]2[C:15](=[CH:16][C:17]([O:23][CH2:24][CH:25]3[CH2:32][CH:28]4[CH2:29][N:30]([CH3:48])[CH2:31][CH:27]4[CH2:26]3)=[C:18]([O:21][CH3:22])[CH:19]=2)[N:14]=[CH:13][N:12]=1. The catalyst is C(C#N)(C)=O.O.CC(O)=O. The yield is 0.400. The reactants are Br.Br.[F:3][C:4]1[CH:5]=[C:6]([NH:33][C:34]([NH:36][C:37](=[O:45])[CH2:38][C:39]2[CH:44]=[CH:43][CH:42]=[CH:41][CH:40]=2)=[S:35])[CH:7]=[CH:8][C:9]=1[O:10][C:11]1[C:20]2[C:15](=[CH:16][C:17]([O:23][CH2:24][CH:25]3[CH2:32][CH:28]4[CH2:29][NH:30][CH2:31][CH:27]4[CH2:26]3)=[C:18]([O:21][CH3:22])[CH:19]=2)[N:14]=[CH:13][N:12]=1.C=O.[C:48]([O-])(O)=O.[Na+]. (6) The reactants are [C:1]([O:5][C:6]([NH:8][CH2:9][CH:10]1[CH2:15][CH2:14][NH:13][CH2:12][CH2:11]1)=[O:7])([CH3:4])([CH3:3])[CH3:2].[Cl:16][C:17]1[C:21](Cl)=[N:20][S:19][N:18]=1.CCN(C(C)C)C(C)C. The catalyst is CN(C=O)C.Cl. The product is [C:1]([O:5][C:6](=[O:7])[NH:8][CH2:9][CH:10]1[CH2:11][CH2:12][N:13]([C:21]2[C:17]([Cl:16])=[N:18][S:19][N:20]=2)[CH2:14][CH2:15]1)([CH3:4])([CH3:2])[CH3:3]. The yield is 0.800. (7) The reactants are Br[C:2]1[CH:14]=[CH:13][C:12]2[C:11]3[CH:10]=[N:9][CH:8]=[N:7][C:6]=3[C:5]([CH3:16])([CH3:15])[C:4]=2[CH:3]=1.[C:17]1([C:26]2[CH:31]=[CH:30][CH:29]=[CH:28][CH:27]=2)[CH:22]=[CH:21][CH:20]=[CH:19][C:18]=1B(O)O.C([O-])([O-])=O.[Na+].[Na+].CCO. The catalyst is C1C=CC([P]([Pd]([P](C2C=CC=CC=2)(C2C=CC=CC=2)C2C=CC=CC=2)([P](C2C=CC=CC=2)(C2C=CC=CC=2)C2C=CC=CC=2)[P](C2C=CC=CC=2)(C2C=CC=CC=2)C2C=CC=CC=2)(C2C=CC=CC=2)C2C=CC=CC=2)=CC=1.C1(C)C=CC=CC=1. The product is [C:17]1([C:26]2[CH:27]=[CH:28][CH:29]=[CH:30][CH:31]=2)[CH:22]=[CH:21][CH:20]=[CH:19][C:18]=1[C:2]1[CH:14]=[CH:13][C:12]2[C:11]3[CH:10]=[N:9][CH:8]=[N:7][C:6]=3[C:5]([CH3:16])([CH3:15])[C:4]=2[CH:3]=1. The yield is 0.560. (8) The reactants are [H-].[Na+].[F:3][C:4]1[CH:11]=[CH:10][C:9]([F:12])=[CH:8][C:5]=1[CH:6]=O.[OH:13]S([O-])(=O)=O.[Na+].[CH2:19]1[CH2:23][O:22][CH2:21][CH2:20]1. The catalyst is CC(=O)OCC. The product is [CH2:21]([O:22][C:23](=[O:13])/[CH:19]=[CH:6]/[C:5]1[CH:8]=[C:9]([F:12])[CH:10]=[CH:11][C:4]=1[F:3])[CH3:20]. The yield is 1.00.